Dataset: Reaction yield outcomes from USPTO patents with 853,638 reactions. Task: Predict the reaction yield, written as a fraction of the theoretical maximum amount of product (1.0 means a 100% yield; for example, 0.34 means a 34% yield). (1) The reactants are [CH3:1][O:2][C:3](=[O:22])[C:4]1[CH:9]=[C:8]([N+:10]([O-])=O)[C:7]([NH2:13])=[C:6]([F:14])[C:5]=1[NH:15][C:16]1[CH:21]=[CH:20][CH:19]=[CH:18][CH:17]=1.C([O-])=O.[NH4+]. The catalyst is C(O)C.[OH-].[OH-].[Pd+2]. The product is [CH3:1][O:2][C:3](=[O:22])[C:4]1[CH:9]=[C:8]([NH2:10])[C:7]([NH2:13])=[C:6]([F:14])[C:5]=1[NH:15][C:16]1[CH:17]=[CH:18][CH:19]=[CH:20][CH:21]=1. The yield is 0.930. (2) The reactants are [N+:1]([C:4]1[CH:9]=[CH:8][CH:7]=[CH:6][C:5]=1[CH:10]1[CH2:12][CH:11]1[CH:13]1[CH2:15][CH2:14]1)([O-])=O.[H][H]. The catalyst is C(O)C.[Pt].[C]. The product is [NH2:1][C:4]1[CH:9]=[CH:8][CH:7]=[CH:6][C:5]=1[CH:10]1[CH2:12][CH:11]1[CH:13]1[CH2:15][CH2:14]1. The yield is 1.00. (3) The reactants are [NH2:1][C:2]1[CH:3]=[C:4]([C:8]2[C:16]3[C:11](=[CH:12][CH:13]=[C:14]([C:17]([NH2:19])=[O:18])[CH:15]=3)[N:10](C3CCCCO3)[N:9]=2)[CH:5]=[CH:6][CH:7]=1.[C:26]1([CH:32]([CH3:36])[C:33](O)=[O:34])[CH:31]=[CH:30][CH:29]=[CH:28][CH:27]=1.CCN=C=NCCCN(C)C. No catalyst specified. The product is [C:26]1([CH:32]([CH3:36])[C:33]([NH:1][C:2]2[CH:3]=[C:4]([C:8]3[C:16]4[C:11](=[CH:12][CH:13]=[C:14]([C:17]([NH2:19])=[O:18])[CH:15]=4)[NH:10][N:9]=3)[CH:5]=[CH:6][CH:7]=2)=[O:34])[CH:31]=[CH:30][CH:29]=[CH:28][CH:27]=1. The yield is 0.170.